From a dataset of Peptide-MHC class II binding affinity with 134,281 pairs from IEDB. Regression. Given a peptide amino acid sequence and an MHC pseudo amino acid sequence, predict their binding affinity value. This is MHC class II binding data. The peptide sequence is PEVKYTVFETALKKAITAMS. The MHC is HLA-DQA10501-DQB10301 with pseudo-sequence HLA-DQA10501-DQB10301. The binding affinity (normalized) is 0.378.